Dataset: NCI-60 drug combinations with 297,098 pairs across 59 cell lines. Task: Regression. Given two drug SMILES strings and cell line genomic features, predict the synergy score measuring deviation from expected non-interaction effect. Drug 1: C(=O)(N)NO. Drug 2: COCCOC1=C(C=C2C(=C1)C(=NC=N2)NC3=CC=CC(=C3)C#C)OCCOC.Cl. Cell line: NCI-H322M. Synergy scores: CSS=25.4, Synergy_ZIP=0.431, Synergy_Bliss=2.90, Synergy_Loewe=-19.1, Synergy_HSA=1.11.